Dataset: Full USPTO retrosynthesis dataset with 1.9M reactions from patents (1976-2016). Task: Predict the reactants needed to synthesize the given product. (1) Given the product [Cl:1][CH2:2][CH2:3][CH2:4][CH:5]([C:13]1[CH:18]=[CH:17][C:16]([Cl:19])=[CH:15][C:14]=1[C:20]([F:23])([F:21])[F:22])[C:6]([OH:8])=[O:7], predict the reactants needed to synthesize it. The reactants are: [Cl:1][CH2:2][CH2:3][CH2:4][CH:5]([C:13]1[CH:18]=[CH:17][C:16]([Cl:19])=[CH:15][C:14]=1[C:20]([F:23])([F:22])[F:21])[C:6]([O:8]C(C)(C)C)=[O:7].FC(F)(F)C(O)=O.Cl. (2) Given the product [NH2:52][CH2:51][C:49]1([CH2:14][NH:15][C:16]2[C:25]3[C:20](=[CH:21][CH:22]=[CH:23][CH:24]=3)[N:19]=[C:18]([N:27]3[CH2:33][C:32]4[CH:34]=[CH:35][CH:36]=[CH:37][C:31]=4[S:30](=[O:38])(=[O:39])[CH2:29][CH2:28]3)[CH:17]=2)[CH2:50][O:47][CH2:48]1, predict the reactants needed to synthesize it. The reactants are: C(N(CC1C=CC=CC=1)C1([CH2:14][NH:15][C:16]2[C:25]3[C:20](=[CH:21][CH:22]=[C:23](C)[CH:24]=3)[N:19]=[C:18]([N:27]3[CH2:33][C:32]4[CH:34]=[CH:35][CH:36]=[CH:37][C:31]=4[S:30](=[O:39])(=[O:38])[CH2:29][CH2:28]3)[CH:17]=2)CCOC1)C1C=CC=CC=1.[O:47]1[CH2:50][C:49](CN)([CH2:51][NH2:52])[CH2:48]1. (3) The reactants are: [Br:1][C:2]1[C:3]([C:10]2[CH:15]=[CH:14][C:13]([NH2:16])=[CH:12][CH:11]=2)=[N:4][N:5]([CH:7]([CH3:9])[CH3:8])[CH:6]=1.[CH3:17][NH:18][CH3:19].[O:20]1[CH2:24]CCC1. Given the product [Br:1][C:2]1[C:3]([C:10]2[CH:15]=[CH:14][C:13]([NH:16][C:24](=[O:20])[N:18]([CH3:19])[CH3:17])=[CH:12][CH:11]=2)=[N:4][N:5]([CH:7]([CH3:9])[CH3:8])[CH:6]=1, predict the reactants needed to synthesize it. (4) Given the product [CH3:28][O:27][C:24]1[CH:25]=[C:26]2[C:21](=[CH:22][C:23]=1[S:29]([NH:32][C:33]1[S:34][CH:35]=[CH:36][N:37]=1)(=[O:31])=[O:30])[N:20]=[CH:19][CH:18]=[C:17]2[C:4]1[CH:5]=[CH:6][C:7]([C:9]([F:12])([F:11])[F:10])=[CH:8][C:3]=1[O:2][CH3:1], predict the reactants needed to synthesize it. The reactants are: [CH3:1][O:2][C:3]1[CH:8]=[C:7]([C:9]([F:12])([F:11])[F:10])[CH:6]=[CH:5][C:4]=1B(O)O.Cl[C:17]1[C:26]2[C:21](=[CH:22][C:23]([S:29]([N:32](CC3C=CC(OC)=CC=3)[C:33]3[S:34][CH:35]=[CH:36][N:37]=3)(=[O:31])=[O:30])=[C:24]([O:27][CH3:28])[CH:25]=2)[N:20]=[CH:19][CH:18]=1.[O-]P([O-])([O-])=O.[K+].[K+].[K+].O1CCOCC1.